Dataset: NCI-60 drug combinations with 297,098 pairs across 59 cell lines. Task: Regression. Given two drug SMILES strings and cell line genomic features, predict the synergy score measuring deviation from expected non-interaction effect. (1) Drug 1: C1C(C(OC1N2C=C(C(=O)NC2=O)F)CO)O. Drug 2: N.N.Cl[Pt+2]Cl. Cell line: A498. Synergy scores: CSS=38.5, Synergy_ZIP=-6.81, Synergy_Bliss=-7.64, Synergy_Loewe=-4.56, Synergy_HSA=-2.92. (2) Drug 1: CC12CCC3C(C1CCC2=O)CC(=C)C4=CC(=O)C=CC34C. Drug 2: CN(C(=O)NC(C=O)C(C(C(CO)O)O)O)N=O. Cell line: A549. Synergy scores: CSS=18.7, Synergy_ZIP=-1.10, Synergy_Bliss=-1.51, Synergy_Loewe=0.320, Synergy_HSA=-0.118. (3) Drug 2: C1=NC(=NC(=O)N1C2C(C(C(O2)CO)O)O)N. Synergy scores: CSS=32.3, Synergy_ZIP=-7.53, Synergy_Bliss=-5.68, Synergy_Loewe=-8.73, Synergy_HSA=-7.90. Drug 1: CCC1(CC2CC(C3=C(CCN(C2)C1)C4=CC=CC=C4N3)(C5=C(C=C6C(=C5)C78CCN9C7C(C=CC9)(C(C(C8N6C)(C(=O)OC)O)OC(=O)C)CC)OC)C(=O)OC)O.OS(=O)(=O)O. Cell line: CCRF-CEM. (4) Drug 1: C1=NC(=NC(=O)N1C2C(C(C(O2)CO)O)O)N. Drug 2: N.N.Cl[Pt+2]Cl. Cell line: NCI-H460. Synergy scores: CSS=82.4, Synergy_ZIP=-0.649, Synergy_Bliss=-0.659, Synergy_Loewe=1.27, Synergy_HSA=3.99.